From a dataset of Catalyst prediction with 721,799 reactions and 888 catalyst types from USPTO. Predict which catalyst facilitates the given reaction. Product: [CH2:21]([N:8]([CH2:1][C:2]1[CH:3]=[CH:4][CH:5]=[CH:6][CH:7]=1)[N:9]1[C:10](=[O:20])[C:11]2[C:12](=[CH:13][C:14]([F:18])=[C:15]([F:17])[CH:16]=2)[NH:19][C:29]1=[O:31])[C:22]1[CH:27]=[CH:26][CH:25]=[CH:24][CH:23]=1. Reactant: [CH2:1]([N:8]([CH2:21][C:22]1[CH:27]=[CH:26][CH:25]=[CH:24][CH:23]=1)[NH:9][C:10](=[O:20])[C:11]1[CH:16]=[C:15]([F:17])[C:14]([F:18])=[CH:13][C:12]=1[NH2:19])[C:2]1[CH:7]=[CH:6][CH:5]=[CH:4][CH:3]=1.Cl[C:29](Cl)([O:31]C(=O)OC(Cl)(Cl)Cl)Cl.C([O-])(O)=O.[Na+]. The catalyst class is: 2.